This data is from Reaction yield outcomes from USPTO patents with 853,638 reactions. The task is: Predict the reaction yield, written as a fraction of the theoretical maximum amount of product (1.0 means a 100% yield; for example, 0.34 means a 34% yield). The reactants are [CH:1]1[C:13]2[NH:12][C:11]3[C:6](=[CH:7][CH:8]=[CH:9][CH:10]=3)[C:5]=2[CH:4]=[CH:3][CH:2]=1.[N+](C)([O-])=O.Cl[C:19]([CH3:22])([CH3:21])[CH3:20]. The catalyst is [Cl-].[Cl-].[Zn+2].O. The product is [C:19]([C:3]1[CH:2]=[CH:1][C:13]2[NH:12][C:11]3[C:6]([C:5]=2[CH:4]=1)=[CH:7][C:8]([C:5]([CH3:6])([CH3:13])[CH3:4])=[CH:9][CH:10]=3)([CH3:22])([CH3:21])[CH3:20]. The yield is 0.940.